Dataset: Full USPTO retrosynthesis dataset with 1.9M reactions from patents (1976-2016). Task: Predict the reactants needed to synthesize the given product. (1) Given the product [I:1][C:2]1[S:19][C:5]2[N:6]([C:22]([C:23]3[CH:28]=[CH:27][CH:26]=[CH:25][CH:24]=3)([C:35]3[CH:36]=[CH:37][CH:38]=[CH:39][CH:40]=3)[C:29]3[CH:30]=[CH:31][CH:32]=[CH:33][CH:34]=3)[N:7]=[C:8]([C:9]3[CH:18]=[CH:17][C:16]4[C:11](=[CH:12][CH:13]=[CH:14][CH:15]=4)[CH:10]=3)[C:4]=2[CH:3]=1, predict the reactants needed to synthesize it. The reactants are: [I:1][C:2]1[S:19][C:5]2[NH:6][N:7]=[C:8]([C:9]3[CH:18]=[CH:17][C:16]4[C:11](=[CH:12][CH:13]=[CH:14][CH:15]=4)[CH:10]=3)[C:4]=2[CH:3]=1.[H-].[Na+].[C:22](Cl)([C:35]1[CH:40]=[CH:39][CH:38]=[CH:37][CH:36]=1)([C:29]1[CH:34]=[CH:33][CH:32]=[CH:31][CH:30]=1)[C:23]1[CH:28]=[CH:27][CH:26]=[CH:25][CH:24]=1.O. (2) Given the product [C:18]1([CH:17]([C:3]2[C:2]([CH3:1])=[CH:7][C:6]([CH3:8])=[CH:5][C:4]=2[CH3:9])[OH:24])[CH:23]=[CH:22][CH:21]=[CH:20][CH:19]=1, predict the reactants needed to synthesize it. The reactants are: [CH3:1][C:2]1[CH:7]=[C:6]([CH3:8])[CH:5]=[C:4]([CH3:9])[C:3]=1[Mg]Br.O1CCCC1.[CH:17](=[O:24])[C:18]1[CH:23]=[CH:22][CH:21]=[CH:20][CH:19]=1. (3) Given the product [CH3:17][S:16][C:12]1[N:11]=[C:10]([C:8]2[N:22]3[CH2:23][CH2:24][CH2:25][N:21]3[C:6](=[O:18])[CH:7]=2)[CH:15]=[CH:14][N:13]=1, predict the reactants needed to synthesize it. The reactants are: C(O[C:6](=[O:18])[CH2:7][C:8]([C:10]1[CH:15]=[CH:14][N:13]=[C:12]([S:16][CH3:17])[N:11]=1)=O)(C)(C)C.Cl.Cl.[NH:21]1[CH2:25][CH2:24][CH2:23][NH:22]1.C(N(CC)CC)C. (4) The reactants are: [O:1]1[C:5]2[CH:6]=[CH:7][C:8]([C:10]3[CH:11]=[C:12]4[C:17](=[CH:18][CH:19]=3)[NH:16][C:15](=O)[CH:14]=[C:13]4[C:21](O)=[O:22])=[CH:9][C:4]=2[O:3][CH2:2]1.[Cl-:24].C(N(C(C)C)CC)(C)C.[N:34]1([CH2:39][C@@H:40]2[CH2:44][CH2:43][CH2:42][NH:41]2)[CH2:38][CH2:37][CH2:36][CH2:35]1. Given the product [O:1]1[C:5]2[CH:6]=[CH:7][C:8]([C:10]3[CH:11]=[C:12]4[C:17](=[CH:18][CH:19]=3)[N:16]=[C:15]([Cl:24])[CH:14]=[C:13]4[C:21]([N:41]3[CH2:42][CH2:43][CH2:44][CH:40]3[CH2:39][N:34]3[CH2:38][CH2:37][CH2:36][CH2:35]3)=[O:22])=[CH:9][C:4]=2[O:3][CH2:2]1, predict the reactants needed to synthesize it.